This data is from Reaction yield outcomes from USPTO patents with 853,638 reactions. The task is: Predict the reaction yield, written as a fraction of the theoretical maximum amount of product (1.0 means a 100% yield; for example, 0.34 means a 34% yield). (1) The reactants are [O-]P([O-])([O-])=O.[K+].[K+].[K+].[CH2:9]([NH2:16])[C:10]1[CH:15]=[CH:14][CH:13]=[CH:12][CH:11]=1.I[C:18]1[CH:23]=[CH:22][CH:21]=[CH:20][C:19]=1[CH3:24].C(O)CO. The catalyst is [Cu]I.CCCCCC.C(OCC)(=O)C.C(O)CCC. The product is [C:19]1([CH3:24])[CH:20]=[CH:21][CH:22]=[CH:23][C:18]=1[NH:16][CH2:9][C:10]1[CH:15]=[CH:14][CH:13]=[CH:12][CH:11]=1. The yield is 0.690. (2) The reactants are [BrH:1].C(O)(=O)C.[Cl:6][C:7]1[CH:8]=[C:9]([C:13](=O)[CH2:14][S:15][C:16]#[N:17])[CH:10]=[CH:11][CH:12]=1.O. The catalyst is C(O)(=O)C. The product is [Br:1][C:16]1[S:15][CH:14]=[C:13]([C:9]2[CH:10]=[CH:11][CH:12]=[C:7]([Cl:6])[CH:8]=2)[N:17]=1. The yield is 1.00. (3) The reactants are [NH2:1][C:2]1[S:3][C:4]([C:8]([O:10]CC)=[O:9])=[C:5]([CH3:7])[N:6]=1.[Cl:13][C:14]1[CH:15]=[CH:16][C:17]2[S:21][C:20]([S:22](Cl)(=[O:24])=[O:23])=[C:19]([CH3:26])[C:18]=2[CH:27]=1.N1C=CC=CC=1.[OH-].[Na+].C(O)(C(F)(F)F)=O. The catalyst is CC#N.O.CO.CS(C)=O. The product is [Cl:13][C:14]1[CH:15]=[CH:16][C:17]2[S:21][C:20]([S:22]([NH:1][C:2]3[S:3][C:4]([C:8]([OH:10])=[O:9])=[C:5]([CH3:7])[N:6]=3)(=[O:24])=[O:23])=[C:19]([CH3:26])[C:18]=2[CH:27]=1. The yield is 0.240. (4) The reactants are [CH:1]1([CH:4]([C:18]2[CH:23]=[CH:22][CH:21]=[CH:20][N:19]=2)[NH:5][C:6]([C:8]2[CH:9]=[C:10]3[C:14](=[CH:15][CH:16]=2)[NH:13][N:12]=[C:11]3I)=[O:7])[CH2:3][CH2:2]1.[CH3:24][O:25][C:26]1[CH:40]=[C:39](B2OC(C)(C)C(C)(C)O2)[CH:38]=[CH:37][C:27]=1[O:28][CH:29]1[CH2:34][CH2:33][N:32]([CH:35]=[O:36])[CH2:31][CH2:30]1.C([O-])([O-])=O.[Na+].[Na+]. The catalyst is C1C=CC([P]([Pd]([P](C2C=CC=CC=2)(C2C=CC=CC=2)C2C=CC=CC=2)([P](C2C=CC=CC=2)(C2C=CC=CC=2)C2C=CC=CC=2)[P](C2C=CC=CC=2)(C2C=CC=CC=2)C2C=CC=CC=2)(C2C=CC=CC=2)C2C=CC=CC=2)=CC=1.C1(C)C=CC=CC=1.CCO. The product is [CH:1]1([CH:4]([C:18]2[CH:23]=[CH:22][CH:21]=[CH:20][N:19]=2)[NH:5][C:6]([C:8]2[CH:9]=[C:10]3[C:14](=[CH:15][CH:16]=2)[NH:13][N:12]=[C:11]3[C:39]2[CH:38]=[CH:37][C:27]([O:28][CH:29]3[CH2:34][CH2:33][N:32]([CH:35]=[O:36])[CH2:31][CH2:30]3)=[C:26]([O:25][CH3:24])[CH:40]=2)=[O:7])[CH2:3][CH2:2]1. The yield is 0.340. (5) The reactants are [Cl:1][C:2]1[CH:3]=[C:4]([NH:9][C:10]([C:12]2[C:16]([CH2:17][O:18][Si:19]([CH:26]([CH3:28])[CH3:27])([CH:23]([CH3:25])[CH3:24])[CH:20]([CH3:22])[CH3:21])=[N:15][O:14][N:13]=2)=O)[CH:5]=[CH:6][C:7]=1[F:8].COC1C=CC(P2(=S)SP(C3C=CC(OC)=CC=3)(=S)[S:38]2)=CC=1. The catalyst is C1(C)C=CC=CC=1.C(Cl)(Cl)Cl. The product is [Cl:1][C:2]1[CH:3]=[C:4]([NH:9][C:10]([C:12]2[C:16]([CH2:17][O:18][Si:19]([CH:26]([CH3:28])[CH3:27])([CH:23]([CH3:25])[CH3:24])[CH:20]([CH3:22])[CH3:21])=[N:15][O:14][N:13]=2)=[S:38])[CH:5]=[CH:6][C:7]=1[F:8]. The yield is 0.780. (6) The reactants are [N+:1]([C:4]1[CH:22]=[CH:21][C:7]([CH2:8][O:9][C:10]([CH:12]2[C:20]3[C:15](=[CH:16][CH:17]=[CH:18][CH:19]=3)[CH2:14][CH2:13]2)=[O:11])=[CH:6][CH:5]=1)([O-:3])=[O:2].[Cl:23][S:24](O)(=[O:26])=[O:25]. The catalyst is C(Cl)(Cl)Cl. The product is [N+:1]([C:4]1[CH:5]=[CH:6][C:7]([CH2:8][O:9][C:10]([CH:12]2[C:20]3[C:15](=[CH:16][CH:17]=[C:18]([S:24]([Cl:23])(=[O:26])=[O:25])[CH:19]=3)[CH2:14][CH2:13]2)=[O:11])=[CH:21][CH:22]=1)([O-:3])=[O:2]. The yield is 0.270. (7) The yield is 0.980. The reactants are [CH2:1]([O:3][C:4]1[CH:9]=[C:8]([F:10])[C:7]([N+:11]([O-])=O)=[CH:6][C:5]=1[F:14])[CH3:2]. The product is [CH2:1]([O:3][C:4]1[C:5]([F:14])=[CH:6][C:7]([NH2:11])=[C:8]([F:10])[CH:9]=1)[CH3:2]. The catalyst is [Pd].C(O)C. (8) The reactants are COCCOC[N:7]1[C:11]2=[N:12][CH:13]=[C:14]([N:16]3[CH2:21][CH2:20][O:19][CH2:18][CH2:17]3)[CH:15]=[C:10]2[C:9]([C:22]2[CH:27]=[CH:26][CH:25]=[CH:24][C:23]=2[O:28][CH3:29])=[CH:8]1.C(O)=O.C(=O)(O)[O-].[Na+].C(OCC)(=O)C. The catalyst is C(O)C.O.[Cl-].[Na+].O. The product is [CH3:29][O:28][C:23]1[CH:24]=[CH:25][CH:26]=[CH:27][C:22]=1[C:9]1[C:10]2[C:11](=[N:12][CH:13]=[C:14]([N:16]3[CH2:21][CH2:20][O:19][CH2:18][CH2:17]3)[CH:15]=2)[NH:7][CH:8]=1. The yield is 0.940. (9) The reactants are [O:1]1[CH2:6][CH2:5][CH2:4][CH2:3][CH:2]1[N:7]1[C:11]2[CH:12]=[CH:13][C:14]([CH:16]=O)=[CH:15][C:10]=2[N:9]=[CH:8]1.[CH3:18][NH2:19]. The catalyst is CO.CCO. The product is [O:1]1[CH2:6][CH2:5][CH2:4][CH2:3][CH:2]1[N:7]1[C:11]2[CH:12]=[CH:13][C:14]([CH:16]=[N:19][CH3:18])=[CH:15][C:10]=2[N:9]=[CH:8]1. The yield is 0.940. (10) The reactants are [CH3:1][O:2][C:3]1[C:47]([O:48][CH2:49][CH2:50][CH2:51][O:52][C:53]2[C:54]([O:90][CH3:91])=[CH:55][C:56]3[C:62](=[O:63])[N:61]4[CH:64]=[C:65]([C:67]5[CH:72]=[CH:71][C:70]([N:73]6[CH2:78][CH2:77][N:76]([CH3:79])[CH2:75][CH2:74]6)=[CH:69][CH:68]=5)[CH2:66][C@H:60]4[C:59](=O)[N:58](COCC[Si](C)(C)C)[C:57]=3[CH:89]=2)=[CH:46][C:6]2[N:7](COCC[Si](C)(C)C)[C:8](=O)[C@@H:9]3[CH2:15][C:14](/[CH:16]=[CH:17]/[CH2:18][NH:19][C:20](=[O:36])[O:21][CH2:22][CH:23]4[C:35]5[CH:34]=[CH:33][CH:32]=[CH:31][C:30]=5[C:29]5[C:24]4=[CH:25][CH:26]=[CH:27][CH:28]=5)=[CH:13][N:10]3[C:11](=[O:12])[C:5]=2[CH:4]=1.[Li+].[B-](CC)(CC)CC. The catalyst is C1COCC1. The product is [CH3:1][O:2][C:3]1[C:47]([O:48][CH2:49][CH2:50][CH2:51][O:52][C:53]2[C:54]([O:90][CH3:91])=[CH:55][C:56]3[C:62](=[O:63])[N:61]4[CH:64]=[C:65]([C:67]5[CH:68]=[CH:69][C:70]([N:73]6[CH2:74][CH2:75][N:76]([CH3:79])[CH2:77][CH2:78]6)=[CH:71][CH:72]=5)[CH2:66][C@H:60]4[CH:59]=[N:58][C:57]=3[CH:89]=2)=[CH:46][C:6]2[N:7]=[CH:8][C@@H:9]3[CH2:15][C:14](/[CH:16]=[CH:17]/[CH2:18][NH:19][C:20](=[O:36])[O:21][CH2:22][CH:23]4[C:35]5[CH:34]=[CH:33][CH:32]=[CH:31][C:30]=5[C:29]5[C:24]4=[CH:25][CH:26]=[CH:27][CH:28]=5)=[CH:13][N:10]3[C:11](=[O:12])[C:5]=2[CH:4]=1. The yield is 0.470.